Predict the reaction yield, written as a fraction of the theoretical maximum amount of product (1.0 means a 100% yield; for example, 0.34 means a 34% yield). From a dataset of Reaction yield outcomes from USPTO patents with 853,638 reactions. (1) The catalyst is C1C=CC(/C=C/C(/C=C/C2C=CC=CC=2)=O)=CC=1.C1C=CC(/C=C/C(/C=C/C2C=CC=CC=2)=O)=CC=1.C1C=CC(/C=C/C(/C=C/C2C=CC=CC=2)=O)=CC=1.[Pd].[Pd].C1(C)C=CC=CC=1. The reactants are C([O-])([O-])=O.[Cs+].[Cs+].[NH:7]1[C:15]2[C:10](=[CH:11][CH:12]=[CH:13][CH:14]=2)[CH:9]=[CH:8]1.Cl[C:17]1[CH:22]=[CH:21][C:20]([CH3:23])=[CH:19][CH:18]=1. The product is [CH3:23][C:20]1[CH:21]=[CH:22][C:17]([N:7]2[C:15]3[C:10](=[CH:11][CH:12]=[CH:13][CH:14]=3)[CH:9]=[CH:8]2)=[CH:18][CH:19]=1. The yield is 0.890. (2) The reactants are O[CH2:2][C:3]([C:5]1[CH:10]=[CH:9][CH:8]=[CH:7][CH:6]=1)=[O:4].[CH3:11][C:12]1[CH:13]=[C:14]([CH:18]=O)O[C:16]=1[CH3:17].O(C)[Na]. The catalyst is C1COCC1. The product is [C:12]1([CH:11]=[CH:2][C:3]([C:5]2[CH:10]=[CH:9][CH:8]=[CH:7][CH:6]=2)=[O:4])[CH:13]=[CH:14][CH:18]=[CH:17][CH:16]=1. The yield is 0.500. (3) The reactants are OC(C(F)(F)F)=O.[C:8]([O:12][C:13]([N:15]([CH2:21][C:22]([O:24][CH2:25][CH3:26])=[O:23])[CH:16]([CH3:20])[C:17]([OH:19])=O)=[O:14])([CH3:11])([CH3:10])[CH3:9].CCN=C=NCCCN(C)C.Cl.C1C=CC2N(O)N=NC=2C=1.[CH2:49]([O:51][C:52](=[O:70])[CH2:53][C@H:54]([NH2:69])[CH2:55][C:56]1[CH:61]=[CH:60][C:59]([C:62]2[CH:67]=[CH:66][CH:65]=[C:64]([Cl:68])[CH:63]=2)=[CH:58][CH:57]=1)[CH3:50]. The catalyst is C1COCC1.C(#N)C.O. The product is [CH2:49]([O:51][C:52](=[O:70])[CH2:53][C@H:54]([NH:69][C:17](=[O:19])[CH:16]([N:15]([C:13]([O:12][C:8]([CH3:9])([CH3:10])[CH3:11])=[O:14])[CH2:21][C:22]([O:24][CH2:25][CH3:26])=[O:23])[CH3:20])[CH2:55][C:56]1[CH:61]=[CH:60][C:59]([C:62]2[CH:67]=[CH:66][CH:65]=[C:64]([Cl:68])[CH:63]=2)=[CH:58][CH:57]=1)[CH3:50]. The yield is 0.710. (4) The reactants are C([O:3][C:4]([C:6]12[CH2:24][CH:23]1[CH:22]=[CH:21][CH2:20][CH2:19][CH2:18][CH2:17][CH2:16][CH:15]([NH:25][C:26]([O:28][C:29]([CH3:32])([CH3:31])[CH3:30])=[O:27])[C:14](=[O:33])[N:13]1[CH:9]([CH2:10][CH:11]([O:34][Si:35]([C:38]([CH3:41])([CH3:40])[CH3:39])([CH3:37])[CH3:36])[CH2:12]1)[C:8](=[O:42])[NH:7]2)=[O:5])C.C1COCC1.CO.O.[OH-].[Li+]. The catalyst is O. The product is [C:29]([O:28][C:26]([NH:25][CH:15]1[C:14](=[O:33])[N:13]2[CH:9]([CH2:10][CH:11]([O:34][Si:35]([C:38]([CH3:40])([CH3:39])[CH3:41])([CH3:37])[CH3:36])[CH2:12]2)[C:8](=[O:42])[NH:7][C:6]2([C:4]([OH:5])=[O:3])[CH:23]([CH2:24]2)[CH:22]=[CH:21][CH2:20][CH2:19][CH2:18][CH2:17][CH2:16]1)=[O:27])([CH3:30])([CH3:31])[CH3:32]. The yield is 0.840. (5) The reactants are CC(C)[O-].[Al+3].CC(C)[O-].CC(C)[O-].[Cl:14][CH2:15][C:16](=[O:37])[C@@H:17]([NH:26][C:27](=[O:36])[O:28][CH2:29][C:30]1[CH:35]=[CH:34][CH:33]=[CH:32][CH:31]=1)[CH2:18][S:19][C:20]1[CH:25]=[CH:24][CH:23]=[CH:22][CH:21]=1.Cl. The catalyst is C(O)(C)C. The product is [Cl:14][CH2:15][C@@H:16]([OH:37])[C@@H:17]([NH:26][C:27](=[O:36])[O:28][CH2:29][C:30]1[CH:31]=[CH:32][CH:33]=[CH:34][CH:35]=1)[CH2:18][S:19][C:20]1[CH:25]=[CH:24][CH:23]=[CH:22][CH:21]=1. The yield is 0.800.